The task is: Predict the reactants needed to synthesize the given product.. This data is from Full USPTO retrosynthesis dataset with 1.9M reactions from patents (1976-2016). (1) Given the product [OH:34][C:25]1[CH:26]=[CH:27][C:28]([C:30]([F:31])([F:32])[F:33])=[CH:29][C:24]=1[C:22]1[N:1]([CH:3]2[CH2:4][N:5]([C:7]([O:9][C:10]([CH3:13])([CH3:12])[CH3:11])=[O:8])[CH2:6]2)[N:2]=[CH:20][CH:21]=1, predict the reactants needed to synthesize it. The reactants are: [NH:1]([CH:3]1[CH2:6][N:5]([C:7]([O:9][C:10]([CH3:13])([CH3:12])[CH3:11])=[O:8])[CH2:4]1)[NH2:2].C(O)(=O)C.CN(C)/[CH:20]=[CH:21]/[C:22]([C:24]1[CH:29]=[C:28]([C:30]([F:33])([F:32])[F:31])[CH:27]=[CH:26][C:25]=1[OH:34])=O. (2) Given the product [CH3:9]/[C:8](=[CH:18]\[C:20]1[CH:25]=[CH:24][C:23]([C:26]2[CH:31]=[CH:30][CH:29]=[C:28]([CH2:32][NH:33][C:34]([C:35]3[CH:40]=[CH:39][CH:38]=[CH:37][CH:36]=3)=[O:41])[CH:27]=2)=[CH:22][CH:21]=1)/[C:6]([O:5][CH2:4][CH3:3])=[O:7], predict the reactants needed to synthesize it. The reactants are: [H-].[Na+].[CH3:3][CH2:4][O:5][C:6]([CH:8](P(OCC)(OCC)=O)[CH3:9])=[O:7].[CH:18]([C:20]1[CH:25]=[CH:24][C:23]([C:26]2[CH:31]=[CH:30][CH:29]=[C:28]([CH2:32][N:33](C)[C:34](=[O:41])[C:35]3[CH:40]=[CH:39][CH:38]=[CH:37][CH:36]=3)[CH:27]=2)=[CH:22][CH:21]=1)=O.O. (3) Given the product [CH:22]1([C:20]([N:17]2[CH2:18][CH2:19][CH:15]([CH2:14][N:9]3[C:10]([CH3:13])=[CH:11][N:12]=[C:8]3[C:5]3[CH:6]=[CH:7][C:2]([C:29]4[CH:30]=[CH:31][C:26]([F:25])=[CH:27][CH:28]=4)=[CH:3][CH:4]=3)[CH2:16]2)=[O:21])[CH2:24][CH2:23]1, predict the reactants needed to synthesize it. The reactants are: Br[C:2]1[CH:7]=[CH:6][C:5]([C:8]2[N:9]([CH2:14][CH:15]3[CH2:19][CH2:18][N:17]([C:20]([CH:22]4[CH2:24][CH2:23]4)=[O:21])[CH2:16]3)[C:10]([CH3:13])=[CH:11][N:12]=2)=[CH:4][CH:3]=1.[F:25][C:26]1[CH:31]=[CH:30][C:29](B(O)O)=[CH:28][CH:27]=1.CCOC(C)=O. (4) Given the product [Cl:1][C:2]1[N:7]=[CH:6][C:5]([C:8]([N:10]([CH:14]([CH3:16])[CH3:15])[CH:11]([CH3:13])[CH3:12])=[O:9])=[C:4]([CH2:17][OH:18])[CH:3]=1, predict the reactants needed to synthesize it. The reactants are: [Cl:1][C:2]1[N:7]=[CH:6][C:5]([C:8]([N:10]([CH:14]([CH3:16])[CH3:15])[CH:11]([CH3:13])[CH3:12])=[O:9])=[C:4]([CH:17]=[O:18])[CH:3]=1.[BH4-].[Na+]. (5) Given the product [CH:1]([O:4][CH:5]1[CH2:10][CH2:9][C@H:8]([NH:11][C:12](=[O:21])[O:13][CH2:14][C:15]2[CH:20]=[CH:19][CH:18]=[CH:17][CH:16]=2)[C@H:7]([CH2:22][S:29]([CH:34]([CH3:35])[CH3:33])(=[O:31])=[O:28])[CH2:6]1)([CH3:3])[CH3:2], predict the reactants needed to synthesize it. The reactants are: [CH:1]([O:4][CH:5]1[CH2:10][CH2:9][C@H:8]([NH:11][C:12](=[O:21])[O:13][CH2:14][C:15]2[CH:20]=[CH:19][CH:18]=[CH:17][CH:16]=2)[C@H:7]([CH2:22]SC(C)C)[CH2:6]1)([CH3:3])[CH3:2].O[O:28][S:29]([O-:31])=O.[K+].[CH3:33][CH:34](O)[CH3:35]. (6) The reactants are: [CH3:1][N:2]1[CH:6]=[C:5](B2OC(C)(C)C(C)(C)O2)[CH:4]=[N:3]1.C([O-])([O-])=O.[Na+].[Na+].Br[C:23]1[C:24]([CH3:46])=[CH:25][C:26]([O:38][CH2:39][C:40]2[CH:45]=[CH:44][CH:43]=[CH:42][CH:41]=2)=[C:27]([CH:37]=1)[C:28]([NH:30][C:31]1[CH:32]=[N:33][CH:34]=[CH:35][CH:36]=1)=[O:29]. Given the product [CH3:46][C:24]1[C:23]([C:5]2[CH:4]=[N:3][N:2]([CH3:1])[CH:6]=2)=[CH:37][C:27]([C:28]([NH:30][C:31]2[CH:32]=[N:33][CH:34]=[CH:35][CH:36]=2)=[O:29])=[C:26]([O:38][CH2:39][C:40]2[CH:45]=[CH:44][CH:43]=[CH:42][CH:41]=2)[CH:25]=1, predict the reactants needed to synthesize it. (7) Given the product [CH3:1][O:2][C:3](=[O:25])[C:4]1[CH:9]=[CH:8][C:7]([O:10][CH2:11][CH2:12][CH2:13][CH:14]2[CH2:19][CH2:18][N:17]([C:20]3[N:23]=[C:28]([C:27]([F:26])([CH3:32])[CH3:31])[O:22][N:21]=3)[CH2:16][CH2:15]2)=[CH:6][C:5]=1[CH3:24], predict the reactants needed to synthesize it. The reactants are: [CH3:1][O:2][C:3](=[O:25])[C:4]1[CH:9]=[CH:8][C:7]([O:10][CH2:11][CH2:12][CH2:13][CH:14]2[CH2:19][CH2:18][N:17]([C:20](=[NH:23])[NH:21][OH:22])[CH2:16][CH2:15]2)=[CH:6][C:5]=1[CH3:24].[F:26][C:27]([CH3:32])([CH3:31])[C:28](O)=O.C1C=CC2N(O)N=NC=2C=1.CCN=C=NCCCN(C)C.CCN(CC)CC.